This data is from Reaction yield outcomes from USPTO patents with 853,638 reactions. The task is: Predict the reaction yield, written as a fraction of the theoretical maximum amount of product (1.0 means a 100% yield; for example, 0.34 means a 34% yield). The reactants are [OH:1][N:2]1[C:6](=[O:7])[C:5]2=[CH:8][CH:9]=[CH:10][CH:11]=[C:4]2[C:3]1=[O:12].C([O-])([O-])=O.[K+].[K+].Br[CH2:20][C:21]([O:23][C:24]([CH3:27])([CH3:26])[CH3:25])=[O:22]. The catalyst is CN(C=O)C. The product is [O:7]=[C:6]1[C:5]2[CH:8]=[CH:9][CH:10]=[CH:11][C:4]=2[C:3](=[O:12])[N:2]1[O:1][CH2:20][C:21]([O:23][C:24]([CH3:27])([CH3:26])[CH3:25])=[O:22]. The yield is 0.710.